This data is from Catalyst prediction with 721,799 reactions and 888 catalyst types from USPTO. The task is: Predict which catalyst facilitates the given reaction. (1) Reactant: Cl[C:2]1[N:3]=[CH:4][C:5]2[N:10]=[N:9][N:8]([C:11]3[CH:16]=[CH:15][C:14]([O:17][CH3:18])=[CH:13][CH:12]=3)[C:6]=2[N:7]=1.C(OC([N:26]1[CH2:31][CH2:30][CH:29]([N:32]2[CH:36]=[C:35]([NH2:37])[CH:34]=[N:33]2)[CH2:28][CH2:27]1)=O)(C)(C)C. Product: [CH3:18][O:17][C:14]1[CH:15]=[CH:16][C:11]([N:8]2[C:6]3[N:7]=[C:2]([NH:37][C:35]4[CH:34]=[N:33][N:32]([CH:29]5[CH2:30][CH2:31][NH:26][CH2:27][CH2:28]5)[CH:36]=4)[N:3]=[CH:4][C:5]=3[N:10]=[N:9]2)=[CH:12][CH:13]=1. The catalyst class is: 141. (2) Reactant: [CH3:1][N:2]1[C:6]2=[N:7][C:8]([O:11][CH2:12][C:13]([O:15]CC)=[O:14])=[CH:9][CH:10]=[C:5]2[C:4]([C:18]2[CH:23]=[CH:22][CH:21]=[CH:20][CH:19]=2)=[N:3]1.[Li+].[OH-].Cl. Product: [CH3:1][N:2]1[C:6]2=[N:7][C:8]([O:11][CH2:12][C:13]([OH:15])=[O:14])=[CH:9][CH:10]=[C:5]2[C:4]([C:18]2[CH:23]=[CH:22][CH:21]=[CH:20][CH:19]=2)=[N:3]1. The catalyst class is: 165. (3) Reactant: Cl[CH2:2][C:3]1[N:4]=[C:5]([CH2:8][CH2:9][C:10]2[N:11]=[C:12]([C:16]3[CH:21]=[CH:20][CH:19]=[CH:18][CH:17]=3)[O:13][C:14]=2[CH3:15])[S:6][CH:7]=1.[OH:22][C:23]1[CH:28]=[CH:27][CH:26]=[CH:25][C:24]=1[CH2:29][C:30]([O:32][CH3:33])=[O:31].CN(C)C=O.[H-].[Na+]. Product: [CH3:15][C:14]1[O:13][C:12]([C:16]2[CH:21]=[CH:20][CH:19]=[CH:18][CH:17]=2)=[N:11][C:10]=1[CH2:9][CH2:8][C:5]1[S:6][CH:7]=[C:3]([CH2:2][O:22][C:23]2[CH:28]=[CH:27][CH:26]=[CH:25][C:24]=2[CH2:29][C:30]([O:32][CH3:33])=[O:31])[N:4]=1. The catalyst class is: 6. (4) Reactant: C(O[CH:4](OCC)[C:5]#[C:6][C:7]1[N:12]=[C:11]([C:13]([O:15][CH3:16])=[O:14])[C:10](=[O:17])[N:9]([C:18]2[CH:23]=[CH:22][CH:21]=[C:20]([C:24]([F:27])([F:26])[F:25])[CH:19]=2)[C:8]=1[CH3:28])C.FC(F)(F)C(O)=O.[NH:39]([C:41]1[CH:42]=[CH:43][C:44]([C:47]#[N:48])=[N:45][CH:46]=1)[NH2:40].Cl.C([O-])(O)=O.[Na+]. Product: [C:47]([C:44]1[N:45]=[CH:46][C:41]([N:39]2[C:6]([C:7]3[N:12]=[C:11]([C:13]([O:15][CH3:16])=[O:14])[C:10](=[O:17])[N:9]([C:18]4[CH:23]=[CH:22][CH:21]=[C:20]([C:24]([F:25])([F:27])[F:26])[CH:19]=4)[C:8]=3[CH3:28])=[CH:5][CH:4]=[N:40]2)=[CH:42][CH:43]=1)#[N:48]. The catalyst class is: 12. (5) Reactant: [NH2:1][CH2:2][CH2:3][C@H:4]([N:6]1[CH2:11][CH2:10][CH:9]([N:12]([C:21]2[CH:26]=[CH:25][C:24]([O:27][CH2:28][CH2:29][O:30][CH3:31])=[CH:23][CH:22]=2)[CH2:13][C:14]2[CH:15]=[N:16][CH:17]=[CH:18][C:19]=2[CH3:20])[CH2:8][CH2:7]1)[CH3:5].[CH3:32][C:33]1[N:41]=[C:40]([Cl:42])[CH:39]=[C:38]([CH3:43])[C:34]=1[C:35](O)=[O:36].CCN(C(C)C)C(C)C.C1C=CC2N(O)N=NC=2C=1.CCN=C=NCCCN(C)C. Product: [Cl:42][C:40]1[CH:39]=[C:38]([CH3:43])[C:34]([C:35]([NH:1][CH2:2][CH2:3][C@H:4]([N:6]2[CH2:11][CH2:10][CH:9]([N:12]([C:21]3[CH:26]=[CH:25][C:24]([O:27][CH2:28][CH2:29][O:30][CH3:31])=[CH:23][CH:22]=3)[CH2:13][C:14]3[CH:15]=[N:16][CH:17]=[CH:18][C:19]=3[CH3:20])[CH2:8][CH2:7]2)[CH3:5])=[O:36])=[C:33]([CH3:32])[N:41]=1. The catalyst class is: 3.